This data is from NCI-60 drug combinations with 297,098 pairs across 59 cell lines. The task is: Regression. Given two drug SMILES strings and cell line genomic features, predict the synergy score measuring deviation from expected non-interaction effect. Drug 1: C1C(C(OC1N2C=NC3=C2NC=NCC3O)CO)O. Drug 2: B(C(CC(C)C)NC(=O)C(CC1=CC=CC=C1)NC(=O)C2=NC=CN=C2)(O)O. Cell line: MCF7. Synergy scores: CSS=11.4, Synergy_ZIP=-4.92, Synergy_Bliss=-5.16, Synergy_Loewe=-6.81, Synergy_HSA=-1.73.